The task is: Predict the product of the given reaction.. This data is from Forward reaction prediction with 1.9M reactions from USPTO patents (1976-2016). (1) Given the reactants [CH:1]([C@@H:14]1[CH2:20][C@@H:19]2[C@@H:17]([O:18]2)[CH2:16][O:15]1)([C:8]1[CH:13]=[CH:12][CH:11]=[CH:10][CH:9]=1)[C:2]1[CH:7]=[CH:6][CH:5]=[CH:4][CH:3]=1.[CH3:21][O:22][C:23]1[CH:24]=[C:25]([CH:28]=[C:29]([O:31][CH3:32])[CH:30]=1)[CH2:26][NH2:27], predict the reaction product. The product is: [CH:1]([C@@H:14]1[CH2:20][C@@H:19]([OH:18])[C@H:17]([NH:27][CH2:26][C:25]2[CH:28]=[C:29]([O:31][CH3:32])[CH:30]=[C:23]([O:22][CH3:21])[CH:24]=2)[CH2:16][O:15]1)([C:8]1[CH:13]=[CH:12][CH:11]=[CH:10][CH:9]=1)[C:2]1[CH:3]=[CH:4][CH:5]=[CH:6][CH:7]=1. (2) Given the reactants [OH:1][C:2]1[CH:3]=[C:4]2[C:9](=[CH:10][CH:11]=1)[C:8]([C:12](=[O:28])[C:13]1[CH:18]=[CH:17][C:16]([O:19][CH2:20][CH2:21][N:22]3[CH2:27][CH2:26][CH2:25][CH2:24][CH2:23]3)=[CH:15][CH:14]=1)=[C:7]([O:29][S:30]([C:33]([F:36])([F:35])[F:34])(=[O:32])=[O:31])[CH:6]=[CH:5]2.C(N(C(C)C)CC)(C)C.[CH3:46][S:47](Cl)(=[O:49])=[O:48].C(=O)(O)[O-].[Na+], predict the reaction product. The product is: [CH3:46][S:47]([O:1][C:2]1[CH:3]=[C:4]2[C:9](=[CH:10][CH:11]=1)[C:8]([C:12](=[O:28])[C:13]1[CH:14]=[CH:15][C:16]([O:19][CH2:20][CH2:21][N:22]3[CH2:27][CH2:26][CH2:25][CH2:24][CH2:23]3)=[CH:17][CH:18]=1)=[C:7]([O:29][S:30]([C:33]([F:35])([F:36])[F:34])(=[O:32])=[O:31])[CH:6]=[CH:5]2)(=[O:49])=[O:48].